Dataset: Full USPTO retrosynthesis dataset with 1.9M reactions from patents (1976-2016). Task: Predict the reactants needed to synthesize the given product. (1) The reactants are: [OH:1][C:2]1([CH2:15][CH:16]=O)[CH2:14][CH2:13][C:5]2([O:10][CH2:9][C:8]([CH3:12])([CH3:11])[CH2:7][O:6]2)[CH2:4][CH2:3]1.[Br:18][C:19]1[CH:24]=[CH:23][C:22]([C@H:25]([CH:27]2[CH2:29][CH2:28]2)[NH2:26])=[CH:21][CH:20]=1. Given the product [Br:18][C:19]1[CH:20]=[CH:21][C:22]([C@@H:25]([NH:26][CH2:16][CH2:15][C:2]2([OH:1])[CH2:3][CH2:4][C:5]3([O:6][CH2:7][C:8]([CH3:12])([CH3:11])[CH2:9][O:10]3)[CH2:13][CH2:14]2)[CH:27]2[CH2:29][CH2:28]2)=[CH:23][CH:24]=1, predict the reactants needed to synthesize it. (2) The reactants are: [CH3:1][O:2][C:3]1[CH:8]=[CH:7][C:6]([N+:9]([O-])=O)=[CH:5][C:4]=1[NH:12][C:13]([N:15]=[S:16]([CH3:19])([CH3:18])=[O:17])=[O:14].NC1C=CC(NC(N=S(C)(C)=O)=O)=CC=1. Given the product [NH2:9][C:6]1[CH:7]=[CH:8][C:3]([O:2][CH3:1])=[C:4]([NH:12][C:13]([N:15]=[S:16]([CH3:18])([CH3:19])=[O:17])=[O:14])[CH:5]=1, predict the reactants needed to synthesize it. (3) The reactants are: [CH2:1]([N:3]([CH2:11][C:12]1[CH:13]=[N:14][CH:15]=[C:16]([C:19]2[CH:20]=[C:21]3[C:25](=[CH:26][CH:27]=2)[N:24](C2CCCCO2)[N:23]=[C:22]3[C:34]2[NH:35][C:36]([C:39]([NH:41][CH2:42][C:43]3[CH:44]=[N:45][CH:46]=[CH:47][CH:48]=3)=[O:40])=[CH:37][N:38]=2)[C:17]=1[CH3:18])C(=O)OC(C)(C)C)[CH3:2].CC(O)=O. Given the product [CH2:1]([NH:3][CH2:11][C:12]1[C:17]([CH3:18])=[C:16]([C:19]2[CH:20]=[C:21]3[C:25](=[CH:26][CH:27]=2)[NH:24][N:23]=[C:22]3[C:34]2[NH:35][C:36]([C:39]([NH:41][CH2:42][C:43]3[CH:44]=[N:45][CH:46]=[CH:47][CH:48]=3)=[O:40])=[CH:37][N:38]=2)[CH:15]=[N:14][CH:13]=1)[CH3:2], predict the reactants needed to synthesize it. (4) Given the product [NH:29]1[CH:28]=[C:27]([C:2]2[N:7]=[CH:6][C:5]3[CH:8]=[N:9][N:10]([CH2:11][O:12][CH2:13][CH2:14][Si:15]([CH3:18])([CH3:17])[CH3:16])[C:4]=3[CH:3]=2)[CH:31]=[N:30]1, predict the reactants needed to synthesize it. The reactants are: Cl[C:2]1[N:7]=[CH:6][C:5]2[CH:8]=[N:9][N:10]([CH2:11][O:12][CH2:13][CH2:14][Si:15]([CH3:18])([CH3:17])[CH3:16])[C:4]=2[CH:3]=1.CC1(C)C(C)(C)OB([C:27]2[CH:28]=[N:29][NH:30][CH:31]=2)O1. (5) Given the product [ClH:1].[CH2:30]([O:29][C:9]1[CH:8]=[C:7]2[C:12]([C:13]3[N:17]4[CH2:18][CH2:19][NH:20][CH2:21][C:16]4=[N:15][C:14]=3[C:5]([NH2:4])=[N:6]2)=[CH:11][CH:10]=1)[C:31]1[CH:32]=[CH:33][CH:34]=[CH:35][CH:36]=1, predict the reactants needed to synthesize it. The reactants are: [ClH:1].CO.[NH2:4][C:5]1[C:14]2[N:15]=[C:16]3[CH2:21][N:20](C(OC(C)(C)C)=O)[CH2:19][CH2:18][N:17]3[C:13]=2[C:12]2[C:7](=[CH:8][C:9]([O:29][CH2:30][C:31]3[CH:36]=[CH:35][CH:34]=[CH:33][CH:32]=3)=[CH:10][CH:11]=2)[N:6]=1. (6) Given the product [CH3:29][S:26]([C:23]1[CH:24]=[CH:25][C:20]([N:3]2[CH2:4][CH2:5][C:6]3([CH2:11][CH2:10][N:9]([C:12]([O:14][C:15]([CH3:18])([CH3:17])[CH3:16])=[O:13])[CH2:8][CH2:7]3)[C:2]2=[O:1])=[CH:21][CH:22]=1)(=[O:28])=[O:27], predict the reactants needed to synthesize it. The reactants are: [O:1]=[C:2]1[C:6]2([CH2:11][CH2:10][N:9]([C:12]([O:14][C:15]([CH3:18])([CH3:17])[CH3:16])=[O:13])[CH2:8][CH2:7]2)[CH2:5][CH2:4][NH:3]1.Br[C:20]1[CH:25]=[CH:24][C:23]([S:26]([CH3:29])(=[O:28])=[O:27])=[CH:22][CH:21]=1.[O-]P([O-])([O-])=O.[K+].[K+].[K+].CN[C@@H]1CCCC[C@H]1NC.